This data is from Forward reaction prediction with 1.9M reactions from USPTO patents (1976-2016). The task is: Predict the product of the given reaction. (1) Given the reactants [CH3:1][O:2][C:3]1[CH:8]=[CH:7][CH:6]=[CH:5][C:4]=1[CH2:9][CH2:10][C:11]([OH:13])=O.[Cl:14][C:15]1[CH:24]=[CH:23][C:18]([O:19][CH2:20][CH2:21][NH2:22])=[CH:17][CH:16]=1.CCN=C=NCCCN(C)C.Cl.Cl, predict the reaction product. The product is: [Cl:14][C:15]1[CH:24]=[CH:23][C:18]([O:19][CH2:20][CH2:21][NH:22][C:11](=[O:13])[CH2:10][CH2:9][C:4]2[CH:5]=[CH:6][CH:7]=[CH:8][C:3]=2[O:2][CH3:1])=[CH:17][CH:16]=1. (2) Given the reactants [CH2:1]([NH:3][C@@H:4]1[CH2:8][CH2:7][N:6]([C:9]2[C:14]([C:15]([O:17][CH:18]([CH3:20])[CH3:19])=[O:16])=[C:13]([C:21]3[CH:26]=[CH:25][CH:24]=[CH:23][CH:22]=3)[CH:12]=[CH:11][N:10]=2)[CH2:5]1)[CH3:2].[O:27]1[CH:31]=[CH:30][CH:29]=[C:28]1[CH:32]=O.C(O)(=O)C.C([BH3-])#N.[Na+], predict the reaction product. The product is: [CH2:1]([N:3]([CH2:32][C:28]1[O:27][CH:31]=[CH:30][CH:29]=1)[C@@H:4]1[CH2:8][CH2:7][N:6]([C:9]2[C:14]([C:15]([O:17][CH:18]([CH3:20])[CH3:19])=[O:16])=[C:13]([C:21]3[CH:26]=[CH:25][CH:24]=[CH:23][CH:22]=3)[CH:12]=[CH:11][N:10]=2)[CH2:5]1)[CH3:2]. (3) Given the reactants Br[C:2]1[N:7]=[CH:6][C:5]([CH2:8][NH:9][C:10]([C:12]2[C:13]3[CH:20]=[N:19][N:18]([C:21]4[CH:26]=[CH:25][C:24]([F:27])=[CH:23][CH:22]=4)[C:14]=3[CH:15]=[N:16][CH:17]=2)=[O:11])=[CH:4][CH:3]=1.[CH3:28][S:29]([O-:31])=[O:30].[Na+].CNCCNC.CCOC(C)=O, predict the reaction product. The product is: [CH3:28][S:29]([C:2]1[N:7]=[CH:6][C:5]([CH2:8][NH:9][C:10]([C:12]2[C:13]3[CH:20]=[N:19][N:18]([C:21]4[CH:26]=[CH:25][C:24]([F:27])=[CH:23][CH:22]=4)[C:14]=3[CH:15]=[N:16][CH:17]=2)=[O:11])=[CH:4][CH:3]=1)(=[O:31])=[O:30]. (4) Given the reactants Br[C:2]1[CH:7]=[C:6]([F:8])[C:5]([C:9]([N:11]2[CH2:16][CH2:15][N:14]([C:17]3[C:22]([CH3:23])=[CH:21][C:20]([CH3:24])=[CH:19][N:18]=3)[CH2:13][CH2:12]2)=[O:10])=[C:4]([F:25])[CH:3]=1.[CH3:26][N:27]1[CH2:31][CH2:30][NH:29][C:28]1=[O:32], predict the reaction product. The product is: [CH3:23][C:22]1[C:17]([N:14]2[CH2:15][CH2:16][N:11]([C:9]([C:5]3[C:6]([F:8])=[CH:7][C:2]([N:29]4[CH2:30][CH2:31][N:27]([CH3:26])[C:28]4=[O:32])=[CH:3][C:4]=3[F:25])=[O:10])[CH2:12][CH2:13]2)=[N:18][CH:19]=[C:20]([CH3:24])[CH:21]=1. (5) The product is: [OH:1][CH2:2][CH2:3][C@H:4]1[C:9]2[CH:10]=[C:11]([F:28])[C:12]([C:14]([NH2:16])=[O:15])=[CH:13][C:8]=2[CH2:7][CH2:6][O:5]1. Given the reactants [OH:1][CH2:2][CH2:3][C@H:4]1[C:9]2[CH:10]=[C:11](C)[C:12]([C:14]([NH2:16])=[O:15])=[CH:13][C:8]=2[CH2:7][CH2:6][O:5]1.C1C=CC(S(N(S(C2C=CC=CC=2)(=O)=O)[F:28])(=O)=O)=CC=1, predict the reaction product.